Dataset: Retrosynthesis with 50K atom-mapped reactions and 10 reaction types from USPTO. Task: Predict the reactants needed to synthesize the given product. (1) The reactants are: C#CC(C)(C)NCC1OC(C)C(C)O1.CC(Br)C(=O)Cl. Given the product C#CC(C)(C)N(CC1OC(C)C(C)O1)C(=O)C(C)Br, predict the reactants needed to synthesize it. (2) Given the product COCCCN1C(=O)C(C)(C)Oc2ccc(N(C(=O)[C@H]3CNC[C@@H](NC(=O)Cc4ccccc4)C3)C3CC3)cc21, predict the reactants needed to synthesize it. The reactants are: COCCCN1C(=O)C(C)(C)Oc2ccc(N(C(=O)[C@@H]3C[C@H](NC(=O)Cc4ccccc4)CN(C(=O)OCC4c5ccccc5-c5ccccc54)C3)C3CC3)cc21.